Dataset: Tox21: 12 toxicity assays (nuclear receptors and stress response pathways). Task: Binary classification across 12 toxicity assays. (1) The molecule is COC(=O)C(C)N(C(=O)Cc1ccccc1)c1c(C)cccc1C. It tested positive (active) for: SR-ARE (Antioxidant Response Element (oxidative stress)). (2) The drug is C=CC(C)(CCC=C(C)C)OC(=O)C=Cc1ccccc1. It tested positive (active) for: NR-ER (Estrogen Receptor agonist activity), and SR-HSE (Heat Shock Element response). (3) The molecule is O=C1c2cccc(O)c2C(=O)c2c(O)cccc21. It tested positive (active) for: NR-ER (Estrogen Receptor agonist activity), SR-ARE (Antioxidant Response Element (oxidative stress)), and SR-MMP (Mitochondrial Membrane Potential disruption). (4) The molecule is Oc1cc(Cl)c(Cl)c(Cl)c1. It tested positive (active) for: SR-HSE (Heat Shock Element response), and SR-MMP (Mitochondrial Membrane Potential disruption).